Task: Regression. Given two drug SMILES strings and cell line genomic features, predict the synergy score measuring deviation from expected non-interaction effect.. Dataset: NCI-60 drug combinations with 297,098 pairs across 59 cell lines (1) Drug 1: CC1=C(C=C(C=C1)C(=O)NC2=CC(=CC(=C2)C(F)(F)F)N3C=C(N=C3)C)NC4=NC=CC(=N4)C5=CN=CC=C5. Drug 2: CCCCCOC(=O)NC1=NC(=O)N(C=C1F)C2C(C(C(O2)C)O)O. Cell line: MOLT-4. Synergy scores: CSS=52.3, Synergy_ZIP=-1.42, Synergy_Bliss=-2.10, Synergy_Loewe=-39.4, Synergy_HSA=-2.42. (2) Drug 2: CC12CCC3C(C1CCC2OP(=O)(O)O)CCC4=C3C=CC(=C4)OC(=O)N(CCCl)CCCl.[Na+]. Drug 1: CC(C)(C#N)C1=CC(=CC(=C1)CN2C=NC=N2)C(C)(C)C#N. Cell line: MDA-MB-435. Synergy scores: CSS=3.30, Synergy_ZIP=4.87, Synergy_Bliss=8.77, Synergy_Loewe=4.58, Synergy_HSA=4.63. (3) Drug 1: C1C(C(OC1N2C=C(C(=O)NC2=O)F)CO)O. Drug 2: C1=CN(C=N1)CC(O)(P(=O)(O)O)P(=O)(O)O. Cell line: SK-MEL-28. Synergy scores: CSS=26.3, Synergy_ZIP=-6.62, Synergy_Bliss=-1.13, Synergy_Loewe=-64.7, Synergy_HSA=-1.36. (4) Drug 1: CC1=C2C(C(=O)C3(C(CC4C(C3C(C(C2(C)C)(CC1OC(=O)C(C(C5=CC=CC=C5)NC(=O)OC(C)(C)C)O)O)OC(=O)C6=CC=CC=C6)(CO4)OC(=O)C)OC)C)OC. Drug 2: C1=CC(=C2C(=C1NCCNCCO)C(=O)C3=C(C=CC(=C3C2=O)O)O)NCCNCCO. Cell line: OVCAR-4. Synergy scores: CSS=33.1, Synergy_ZIP=-11.5, Synergy_Bliss=-10.2, Synergy_Loewe=-6.57, Synergy_HSA=-4.58. (5) Drug 1: CC1CCC2CC(C(=CC=CC=CC(CC(C(=O)C(C(C(=CC(C(=O)CC(OC(=O)C3CCCCN3C(=O)C(=O)C1(O2)O)C(C)CC4CCC(C(C4)OC)O)C)C)O)OC)C)C)C)OC. Drug 2: CCN(CC)CCCC(C)NC1=C2C=C(C=CC2=NC3=C1C=CC(=C3)Cl)OC. Cell line: 786-0. Synergy scores: CSS=27.3, Synergy_ZIP=-7.03, Synergy_Bliss=1.14, Synergy_Loewe=1.28, Synergy_HSA=1.72. (6) Cell line: SF-295. Drug 1: CC1=C2C(C(=O)C3(C(CC4C(C3C(C(C2(C)C)(CC1OC(=O)C(C(C5=CC=CC=C5)NC(=O)OC(C)(C)C)O)O)OC(=O)C6=CC=CC=C6)(CO4)OC(=O)C)OC)C)OC. Synergy scores: CSS=50.9, Synergy_ZIP=4.34, Synergy_Bliss=4.21, Synergy_Loewe=-12.0, Synergy_HSA=7.20. Drug 2: C(=O)(N)NO.